This data is from Peptide-MHC class II binding affinity with 134,281 pairs from IEDB. The task is: Regression. Given a peptide amino acid sequence and an MHC pseudo amino acid sequence, predict their binding affinity value. This is MHC class II binding data. (1) The peptide sequence is MLTLFILIITSTIKA. The MHC is HLA-DPA10103-DPB10401 with pseudo-sequence YAFFMFSGGAILNTLFGQFEYFAIEKVRMHLGMT. The binding affinity (normalized) is 0.140. (2) The peptide sequence is EKKYFAATQFHPLAA. The MHC is HLA-DPA10201-DPB11401 with pseudo-sequence HLA-DPA10201-DPB11401. The binding affinity (normalized) is 0.561. (3) The peptide sequence is APAAPANPGLII. The MHC is DRB1_0401 with pseudo-sequence DRB1_0401. The binding affinity (normalized) is 0. (4) The MHC is DRB4_0101 with pseudo-sequence DRB4_0103. The binding affinity (normalized) is 0.468. The peptide sequence is PLSWSKEIYNYMEPY.